From a dataset of CYP3A4 inhibition data for predicting drug metabolism from PubChem BioAssay. Regression/Classification. Given a drug SMILES string, predict its absorption, distribution, metabolism, or excretion properties. Task type varies by dataset: regression for continuous measurements (e.g., permeability, clearance, half-life) or binary classification for categorical outcomes (e.g., BBB penetration, CYP inhibition). Dataset: cyp3a4_veith. (1) The molecule is C=C(CC1([C@@H](NP(=O)(c2ccccc2)c2ccccc2)[C@H]2C[C@@H]2CCN(C(=O)OCC)S(=O)(=O)c2ccc(C)cc2)CC1)c1ccccc1. The result is 1 (inhibitor). (2) The compound is c1ccc(C(CCN2CC3CCC(CC3)C2)c2ccccc2)cc1. The result is 0 (non-inhibitor). (3) The molecule is Cc1noc(C)c1C(=O)N1CCC2(CCCN(C(=O)NC(C)C)C2)CC1. The result is 0 (non-inhibitor). (4) The molecule is COc1ccc2[nH]cc(CCNc3nc(-c4ccoc4)nc4ccccc34)c2c1. The result is 1 (inhibitor). (5) The drug is CSc1nc(C)cc(Nc2ccc(O)c(CN3CCOCC3)c2)n1. The result is 0 (non-inhibitor). (6) The molecule is CN1CCN(c2ncc3nc(-c4cccc(C#N)c4)c(=O)n(Cc4ccc(F)cc4)c3n2)CC1. The result is 1 (inhibitor).